From a dataset of Full USPTO retrosynthesis dataset with 1.9M reactions from patents (1976-2016). Predict the reactants needed to synthesize the given product. Given the product [Cl-:1].[Cl-:1].[CH3:26][Si:11]([CH3:10])([CH3:25])[O:12][CH2:13][CH2:14][CH2:15][CH:16]1[C:24]2[C:19](=[CH:20][CH:21]=[CH:22][CH:23]=2)[CH:18]=[C:17]1[Zr+2:9][CH:4]1[CH:8]=[CH:7][CH:6]=[CH:5]1, predict the reactants needed to synthesize it. The reactants are: [Cl-:1].[Cl-].[Cl-].[CH:4]1([Zr+3:9])[CH:8]=[CH:7][CH:6]=[CH:5]1.[CH3:10][Si:11]([CH3:26])([CH3:25])[O:12][CH2:13][CH2:14][CH2:15][C-:16]1[C:24]2[C:19](=[CH:20][CH:21]=[CH:22][CH:23]=2)[CH:18]=[CH:17]1.[Li+].